Dataset: Peptide-MHC class I binding affinity with 185,985 pairs from IEDB/IMGT. Task: Regression. Given a peptide amino acid sequence and an MHC pseudo amino acid sequence, predict their binding affinity value. This is MHC class I binding data. (1) The peptide sequence is SNSEDLLKAV. The MHC is HLA-A02:06 with pseudo-sequence HLA-A02:06. The binding affinity (normalized) is 0.148. (2) The peptide sequence is QLFKPLTKK. The MHC is HLA-B58:01 with pseudo-sequence HLA-B58:01. The binding affinity (normalized) is 0.0847. (3) The MHC is HLA-A26:01 with pseudo-sequence HLA-A26:01. The peptide sequence is RRGWEVLKY. The binding affinity (normalized) is 0. (4) The peptide sequence is YPSMFEKHI. The MHC is HLA-B51:01 with pseudo-sequence HLA-B51:01. The binding affinity (normalized) is 0.421. (5) The peptide sequence is RLKHIFLIF. The MHC is HLA-A69:01 with pseudo-sequence HLA-A69:01. The binding affinity (normalized) is 0.0847. (6) The peptide sequence is AFPQSNAVI. The MHC is HLA-A24:02 with pseudo-sequence HLA-A24:02. The binding affinity (normalized) is 0.263.